Predict the reactants needed to synthesize the given product. From a dataset of Full USPTO retrosynthesis dataset with 1.9M reactions from patents (1976-2016). (1) Given the product [CH3:1][O:2][C:3]1[C:12]2[C:11](=[O:13])[N:10]([CH2:14][C:15]([NH:28][C@H:26]([C:23]3[CH:24]=[CH:25][C:20]([O:19][CH3:18])=[CH:21][CH:22]=3)[CH3:27])=[O:17])[N:9]=[N:8][C:7]=2[CH:6]=[CH:5][CH:4]=1, predict the reactants needed to synthesize it. The reactants are: [CH3:1][O:2][C:3]1[C:12]2[C:11](=[O:13])[N:10]([CH2:14][C:15]([OH:17])=O)[N:9]=[N:8][C:7]=2[CH:6]=[CH:5][CH:4]=1.[CH3:18][O:19][C:20]1[CH:25]=[CH:24][C:23]([C@@H:26]([NH2:28])[CH3:27])=[CH:22][CH:21]=1. (2) Given the product [ClH:28].[ClH:28].[S:1]1[CH:5]=[C:4]([CH2:6][N:7]2[CH2:11][C@@H:10]([C:12]3[CH:17]=[CH:16][C:15]([F:18])=[C:14]([F:19])[CH:13]=3)[C@H:9]([NH2:20])[CH2:8]2)[N:3]=[N:2]1, predict the reactants needed to synthesize it. The reactants are: [S:1]1[CH:5]=[C:4]([CH2:6][N:7]2[CH2:11][C@@H:10]([C:12]3[CH:17]=[CH:16][C:15]([F:18])=[C:14]([F:19])[CH:13]=3)[C@H:9]([NH:20]C(=O)OC(C)(C)C)[CH2:8]2)[N:3]=[N:2]1.[ClH:28].